From a dataset of NCI-60 drug combinations with 297,098 pairs across 59 cell lines. Regression. Given two drug SMILES strings and cell line genomic features, predict the synergy score measuring deviation from expected non-interaction effect. (1) Drug 1: CS(=O)(=O)CCNCC1=CC=C(O1)C2=CC3=C(C=C2)N=CN=C3NC4=CC(=C(C=C4)OCC5=CC(=CC=C5)F)Cl. Drug 2: CN1C2=C(C=C(C=C2)N(CCCl)CCCl)N=C1CCCC(=O)O.Cl. Cell line: SK-MEL-5. Synergy scores: CSS=5.31, Synergy_ZIP=-3.51, Synergy_Bliss=-4.99, Synergy_Loewe=-1.31, Synergy_HSA=-2.83. (2) Drug 1: CC(CN1CC(=O)NC(=O)C1)N2CC(=O)NC(=O)C2. Drug 2: CC1C(C(=O)NC(C(=O)N2CCCC2C(=O)N(CC(=O)N(C(C(=O)O1)C(C)C)C)C)C(C)C)NC(=O)C3=C4C(=C(C=C3)C)OC5=C(C(=O)C(=C(C5=N4)C(=O)NC6C(OC(=O)C(N(C(=O)CN(C(=O)C7CCCN7C(=O)C(NC6=O)C(C)C)C)C)C(C)C)C)N)C. Cell line: SK-OV-3. Synergy scores: CSS=10.3, Synergy_ZIP=5.41, Synergy_Bliss=9.15, Synergy_Loewe=8.34, Synergy_HSA=8.00. (3) Drug 1: CC=C1C(=O)NC(C(=O)OC2CC(=O)NC(C(=O)NC(CSSCCC=C2)C(=O)N1)C(C)C)C(C)C. Drug 2: C1CN(P(=O)(OC1)NCCCl)CCCl. Cell line: SK-OV-3. Synergy scores: CSS=40.5, Synergy_ZIP=3.06, Synergy_Bliss=7.28, Synergy_Loewe=-60.6, Synergy_HSA=1.38. (4) Drug 1: COC1=CC(=CC(=C1O)OC)C2C3C(COC3=O)C(C4=CC5=C(C=C24)OCO5)OC6C(C(C7C(O6)COC(O7)C8=CC=CS8)O)O. Drug 2: C1=NC2=C(N=C(N=C2N1C3C(C(C(O3)CO)O)O)F)N. Cell line: SF-268. Synergy scores: CSS=18.0, Synergy_ZIP=-7.07, Synergy_Bliss=-2.45, Synergy_Loewe=-27.8, Synergy_HSA=-2.63.